Predict the product of the given reaction. From a dataset of Forward reaction prediction with 1.9M reactions from USPTO patents (1976-2016). (1) Given the reactants [Cl:1][C:2]1[CH:7]=[CH:6][C:5]([C@@H:8]2[C@:10]3([C:18]4[C:13](=[CH:14][CH:15]=[CH:16][CH:17]=4)[NH:12][C:11]3=[O:19])[CH2:9]2)=[CH:4][CH:3]=1.C[Si]([N-][Si](C)(C)C)(C)C.[K+].[CH2:30](Br)[CH2:31][Br:32].O, predict the reaction product. The product is: [Br:32][CH2:31][CH2:30][N:12]1[C:13]2[C:18](=[CH:17][CH:16]=[CH:15][CH:14]=2)[C@:10]2([CH2:9][C@H:8]2[C:5]2[CH:4]=[CH:3][C:2]([Cl:1])=[CH:7][CH:6]=2)[C:11]1=[O:19]. (2) The product is: [F:1][C:2]1[CH:7]=[CH:6][CH:5]=[CH:4][C:3]=1[N:8]1[C:12]2[CH:13]=[CH:14][CH:15]=[CH:16][C:11]=2[N:10]([CH2:39][CH2:40][CH:41]([N:48]([CH3:56])[C:49](=[O:55])[O:50][C:51]([CH3:53])([CH3:52])[CH3:54])[C:42]2[CH:47]=[CH:46][CH:45]=[CH:44][CH:43]=2)[S:9]1(=[O:18])=[O:17]. Given the reactants [F:1][C:2]1[CH:7]=[CH:6][CH:5]=[CH:4][C:3]=1[N:8]1[C:12]2[CH:13]=[CH:14][CH:15]=[CH:16][C:11]=2[NH:10][S:9]1(=[O:18])=[O:17].C1(P(C2C=CC=CC=2)C2C=CC=CC=2)C=CC=CC=1.O[CH2:39][CH2:40][CH:41]([N:48]([CH3:56])[C:49](=[O:55])[O:50][C:51]([CH3:54])([CH3:53])[CH3:52])[C:42]1[CH:47]=[CH:46][CH:45]=[CH:44][CH:43]=1.CC(OC(/N=N/C(OC(C)C)=O)=O)C, predict the reaction product. (3) Given the reactants [Cl:1][C:2]1[C:10]([CH3:11])=[C:9]([Cl:12])[CH:8]=[CH:7][C:3]=1[C:4]([OH:6])=[O:5].[CH:13]([Li])(CC)C.C=O.Cl, predict the reaction product. The product is: [Cl:12][C:9]1[CH:8]=[C:7]2[C:3](=[C:2]([Cl:1])[C:10]=1[CH3:11])[C:4](=[O:6])[O:5][CH2:13]2. (4) Given the reactants C[O-].[Na+].[C:4](O)(=O)[C:5](O)=O.C(NN)C.C(OC(OCC)C(=N)OC)C.[CH2:25]([O:27][CH:28]([O:35][CH2:36][CH3:37])/[C:29](=[N:33]/[NH2:34])/[NH:30][CH2:31][CH3:32])[CH3:26].Cl.C(=N)(O)C, predict the reaction product. The product is: [CH2:36]([O:35][CH:28]([O:27][CH2:25][CH3:26])[C:29]1[N:30]=[C:31]([CH3:32])[N:34]([CH2:4][CH3:5])[N:33]=1)[CH3:37]. (5) Given the reactants [Cl:1][C:2]1[CH:7]=[CH:6][C:5]([O:8]CC2C=CC=CC=2)=[CH:4][C:3]=1[CH2:16][N:17]1[CH:21]=[CH:20][C:19]([NH:22][C:23](=[O:32])[C:24]2[C:29]([F:30])=[CH:28][CH:27]=[CH:26][C:25]=2[F:31])=[N:18]1, predict the reaction product. The product is: [Cl:1][C:2]1[CH:7]=[CH:6][C:5]([OH:8])=[CH:4][C:3]=1[CH2:16][N:17]1[CH:21]=[CH:20][C:19]([NH:22][C:23](=[O:32])[C:24]2[C:25]([F:31])=[CH:26][CH:27]=[CH:28][C:29]=2[F:30])=[N:18]1.